Dataset: Catalyst prediction with 721,799 reactions and 888 catalyst types from USPTO. Task: Predict which catalyst facilitates the given reaction. (1) Reactant: C([N:8]([CH2:16][C@@H:17]1[O:21][C:20](=[O:22])[N:19]([C:23]2[CH:28]=[CH:27][C:26]([N:29]3[CH2:34][CH2:33][O:32][CH2:31][C:30]3=[O:35])=[CH:25][CH:24]=2)[CH2:18]1)CC1C=CC=CC=1)C1C=CC=CC=1.[C:36]([OH:39])(=[O:38])[CH3:37]. Product: [C:36]([OH:39])(=[O:38])[CH3:37].[NH2:8][CH2:16][C@@H:17]1[O:21][C:20](=[O:22])[N:19]([C:23]2[CH:28]=[CH:27][C:26]([N:29]3[CH2:34][CH2:33][O:32][CH2:31][C:30]3=[O:35])=[CH:25][CH:24]=2)[CH2:18]1. The catalyst class is: 45. (2) Reactant: C(Cl)(=O)C(Cl)=O.CS(C)=O.[Br:11][C:12]1[CH:41]=[CH:40][C:15]([CH2:16][C@H:17]2[C@@H:22]([OH:23])[C@@H:21]([NH:24][C:25]3([C:28]4[CH:33]=[CH:32][CH:31]=[C:30]([C:34]([CH3:37])([CH3:36])[CH3:35])[CH:29]=4)[CH2:27][CH2:26]3)[CH2:20][S:19](=[O:39])(=[O:38])[CH2:18]2)=[CH:14][CH:13]=1.C(N1CCCCC1)C.C(O)(=O)CC(CC(O)=O)(C(O)=O)O.[OH-].[Na+]. Product: [Br:11][C:12]1[CH:41]=[CH:40][C:15]([CH2:16][C@H:17]2[C:22](=[O:23])[C@@H:21]([NH:24][C:25]3([C:28]4[CH:33]=[CH:32][CH:31]=[C:30]([C:34]([CH3:37])([CH3:36])[CH3:35])[CH:29]=4)[CH2:27][CH2:26]3)[CH2:20][S:19](=[O:39])(=[O:38])[CH2:18]2)=[CH:14][CH:13]=1. The catalyst class is: 2. (3) Reactant: [Cl:1][C:2]1[N:10]=[CH:9][CH:8]=[CH:7][C:3]=1[C:4]([OH:6])=O.[CH3:11][Mg]Br. Product: [Cl:1][C:2]1[C:3]([C:4](=[O:6])[CH3:11])=[CH:7][CH:8]=[CH:9][N:10]=1. The catalyst class is: 4. (4) Reactant: [Cl:1][C:2]1[C:7](Br)=[CH:6][CH:5]=[CH:4][N:3]=1.[C:9]([O:13][C:14]([N:16]1[CH2:21][CH2:20][NH:19][CH2:18][CH2:17]1)=[O:15])([CH3:12])([CH3:11])[CH3:10].CC(C)([O-])C.[Na+].C1(P(C2C=CC=CC=2)C2C3OC4C(=CC=CC=4P(C4C=CC=CC=4)C4C=CC=CC=4)C(C)(C)C=3C=CC=2)C=CC=CC=1. Product: [C:9]([O:13][C:14]([N:16]1[CH2:21][CH2:20][N:19]([C:7]2[C:2]([Cl:1])=[N:3][CH:4]=[CH:5][CH:6]=2)[CH2:18][CH2:17]1)=[O:15])([CH3:12])([CH3:10])[CH3:11]. The catalyst class is: 491. (5) Reactant: Cl[C:2]1[CH:11]=[CH:10][C:5]([C:6]([O:8][CH3:9])=[O:7])=[CH:4][N:3]=1.[NH:12]1[CH2:17][CH2:16][O:15][CH2:14][CH2:13]1.C(=O)([O-])[O-].[K+].[K+].CN(C=O)C. Product: [N:12]1([C:2]2[CH:11]=[CH:10][C:5]([C:6]([O:8][CH3:9])=[O:7])=[CH:4][N:3]=2)[CH2:17][CH2:16][O:15][CH2:14][CH2:13]1. The catalyst class is: 6. (6) Reactant: CS([Cl:5])(=O)=O.BrC1C=CC(N[C:12]2[C:21]3[C:16](=[CH:17][C:18](OCCCNC)=[C:19](OC)[CH:20]=3)[N:15]=[CH:14][N:13]=2)=C(F)C=1.C(N(CC)CC)C. Product: [ClH:5].[N:15]1[C:16]2[C:21](=[CH:20][CH:19]=[CH:18][CH:17]=2)[CH:12]=[N:13][CH:14]=1. The catalyst class is: 2. (7) Reactant: [Si:1]([O:8][C@@H:9]1[C@@:28]2([CH3:29])[C:13](=[CH:14][CH:15]=[C:16]3[C@@H:27]2[CH2:26][CH2:25][C@@:24]2([CH3:30])[C@H:17]3[CH2:18][CH:19]=[C:20]2[C:21](=[O:23])[CH3:22])[CH2:12][C@@H:11]([O:31][Si:32]([C:35]([CH3:38])([CH3:37])[CH3:36])([CH3:34])[CH3:33])[CH2:10]1)([C:4]([CH3:7])([CH3:6])[CH3:5])([CH3:3])[CH3:2].O.O.O.O.O.O.O.[Cl-].[Ce+3].[Cl-].[Cl-].[BH4-].[Na+]. Product: [Si:1]([O:8][C@@H:9]1[C@@:28]2([CH3:29])[C:13](=[CH:14][CH:15]=[C:16]3[C@@H:27]2[CH2:26][CH2:25][C@@:24]2([CH3:30])[C@H:17]3[CH2:18][CH:19]=[C:20]2[C@H:21]([OH:23])[CH3:22])[CH2:12][C@@H:11]([O:31][Si:32]([C:35]([CH3:36])([CH3:38])[CH3:37])([CH3:33])[CH3:34])[CH2:10]1)([C:4]([CH3:7])([CH3:6])[CH3:5])([CH3:3])[CH3:2].[Si:1]([O:8][C@@H:9]1[C@@:28]2([CH3:29])[C:13](=[CH:14][CH:15]=[C:16]3[C@@H:27]2[CH2:26][CH2:25][C@@:24]2([CH3:30])[C@H:17]3[CH2:18][CH:19]=[C:20]2[C@@H:21]([OH:23])[CH3:22])[CH2:12][C@@H:11]([O:31][Si:32]([C:35]([CH3:36])([CH3:38])[CH3:37])([CH3:33])[CH3:34])[CH2:10]1)([C:4]([CH3:7])([CH3:6])[CH3:5])([CH3:3])[CH3:2]. The catalyst class is: 111. (8) Reactant: [CH:1]([C:3]1[S:4][CH:5]=[C:6](B(O)O)[CH:7]=1)=[O:2].[CH2:11](Br)[C:12]1[CH:17]=[CH:16][CH:15]=[CH:14][CH:13]=1.C([O-])([O-])=O.[Na+].[Na+]. Product: [CH2:11]([C:6]1[CH:7]=[C:3]([CH:1]=[O:2])[S:4][CH:5]=1)[C:12]1[CH:17]=[CH:16][CH:15]=[CH:14][CH:13]=1. The catalyst class is: 77.